From a dataset of Catalyst prediction with 721,799 reactions and 888 catalyst types from USPTO. Predict which catalyst facilitates the given reaction. (1) Reactant: Br[CH:2]1[CH2:8][CH2:7][O:6][C:5]2[CH:9]=[CH:10][C:11]([Br:13])=[CH:12][C:4]=2[C:3]1=O.[C:15]([NH2:22])(=[S:21])[C:16]([O:18][CH2:19][CH3:20])=[O:17]. Product: [CH2:19]([O:18][C:16]([C:15]1[S:21][C:2]2[CH2:8][CH2:7][O:6][C:5]3[CH:9]=[CH:10][C:11]([Br:13])=[CH:12][C:4]=3[C:3]=2[N:22]=1)=[O:17])[CH3:20]. The catalyst class is: 8. (2) Reactant: [OH:1][C:2]1[CH:7]=[CH:6][C:5]([CH2:8][CH2:9][C:10](O)=[O:11])=[CH:4][CH:3]=1.[CH3:13][O:14][C:15](=[O:30])[CH:16]([NH:25][C:26](=[O:29])[CH2:27][OH:28])[CH2:17][C:18]1[CH:23]=[CH:22][C:21]([OH:24])=[CH:20][CH:19]=1.C1(N=C=NC2CCCCC2)CCCCC1. Product: [CH3:13][O:14][C:15](=[O:30])[CH:16]([NH:25][C:26](=[O:29])[CH2:27][O:28][C:10](=[O:11])[CH2:9][CH2:8][C:5]1[CH:6]=[CH:7][C:2]([OH:1])=[CH:3][CH:4]=1)[CH2:17][C:18]1[CH:23]=[CH:22][C:21]([OH:24])=[CH:20][CH:19]=1. The catalyst class is: 4. (3) Reactant: [C:1]([C:4]1[CH:16]=[CH:15][C:7]([CH2:8][N:9]2[C:13](=[O:14])[CH:12]=[CH:11][S:10]2)=[CH:6][CH:5]=1)(=[O:3])[CH3:2].[Br:17]Br.C(Cl)Cl. Product: [Br:17][CH2:2][C:1]([C:4]1[CH:16]=[CH:15][C:7]([CH2:8][N:9]2[C:13](=[O:14])[CH:12]=[CH:11][S:10]2)=[CH:6][CH:5]=1)=[O:3]. The catalyst class is: 15. (4) Reactant: [Cl:1][C:2]1[NH:10][C:9]2[C:8](=[O:11])[N:7]([CH2:12][CH2:13][CH2:14][CH2:15][C:16]([OH:18])=O)[C:6](=[O:19])[N:5]([CH2:20][CH2:21][CH2:22][CH2:23][CH3:24])[C:4]=2[N:3]=1.C1N=CN(C(N2C=NC=C2)=O)C=1.[CH2:37]([C:39]1[CH:40]=[C:41]([CH2:45][NH2:46])[CH:42]=[CH:43][CH:44]=1)[CH3:38]. Product: [Cl:1][C:2]1[NH:10][C:9]2[C:8](=[O:11])[N:7]([CH2:12][CH2:13][CH2:14][CH2:15][C:16]([NH:46][CH2:45][C:41]3[CH:42]=[CH:43][CH:44]=[C:39]([CH2:37][CH3:38])[CH:40]=3)=[O:18])[C:6](=[O:19])[N:5]([CH2:20][CH2:21][CH2:22][CH2:23][CH3:24])[C:4]=2[N:3]=1. The catalyst class is: 2. (5) Reactant: C[O:2][C:3](=[O:15])[C:4]1[CH:9]=[C:8]([CH3:10])[C:7]([Br:11])=[C:6]([N+:12]([O-:14])=[O:13])[CH:5]=1.[OH-].[Na+].Cl. Product: [Br:11][C:7]1[C:8]([CH3:10])=[CH:9][C:4]([C:3]([OH:15])=[O:2])=[CH:5][C:6]=1[N+:12]([O-:14])=[O:13]. The catalyst class is: 191. (6) Reactant: Cl.Cl.[CH2:3]([N:10]([CH3:32])[CH2:11][C@H:12]1[CH2:17][N:16]([C:18]2[CH:23]=[CH:22][C:21]([O:24][CH3:25])=[C:20]([O:26][CH:27]3[CH2:31][CH2:30][CH2:29][CH2:28]3)[CH:19]=2)[CH2:15][CH2:14][NH:13]1)[C:4]1[CH:9]=[CH:8][CH:7]=[CH:6][CH:5]=1.C(N(CC)CC)C.[C:40](Cl)(=[O:42])[CH3:41].C([O-])(O)=O.[Na+]. Product: [CH2:3]([N:10]([CH2:11][C@H:12]1[CH2:17][N:16]([C:18]2[CH:23]=[CH:22][C:21]([O:24][CH3:25])=[C:20]([O:26][CH:27]3[CH2:31][CH2:30][CH2:29][CH2:28]3)[CH:19]=2)[CH2:15][CH2:14][N:13]1[C:40](=[O:42])[CH3:41])[CH3:32])[C:4]1[CH:5]=[CH:6][CH:7]=[CH:8][CH:9]=1. The catalyst class is: 2. (7) Reactant: [C:1]([NH:8][C:9]([CH3:14])([C:11]([OH:13])=[O:12])[CH3:10])([O:3][C:4]([CH3:7])([CH3:6])[CH3:5])=[O:2].[C:15]([O-])([O-])=O.[K+].[K+].CI. Product: [C:4]([O:3][C:1]([NH:8][C:9]([CH3:14])([C:11]([O:13][CH3:15])=[O:12])[CH3:10])=[O:2])([CH3:6])([CH3:7])[CH3:5]. The catalyst class is: 31.